Dataset: Drug-target binding data from BindingDB using Ki measurements. Task: Regression. Given a target protein amino acid sequence and a drug SMILES string, predict the binding affinity score between them. We predict pKi (pKi = -log10(Ki in M); higher means stronger inhibition). Dataset: bindingdb_ki. (1) The drug is CC[C@H](C)[C@H](NC(=O)[C@H](CO)NC(=O)[C@H](C)NC(=O)[C@H](CC(C)C)NC(=O)[C@H](Cc1ccc(O)cc1)NC(=O)[C@H](CCCCN)NC(=O)[C@H](CCCCN)NC(=O)[C@@H](NC(=O)[C@H](C)NC(=O)[C@H](CCSC)NC(=O)[C@H](CCC(N)=O)NC(=O)[C@H](CCCCN)NC(=O)[C@H](CCCN=C(N)N)NC(=O)[C@H](CC(C)C)NC(=O)[C@H](CCCN=C(N)N)NC(=O)C(NC(=O)[C@H](Cc1ccc(O)cc1)NC(=O)[C@H](CC(N)=O)NC(=O)[C@H](CC(=O)O)NC(=O)[C@@H](NC(=O)[C@H](Cc1ccccc1)NC(=O)[C@@H](NC(=O)[C@H](C)NC(=O)[C@H](CC(=O)O)NC(=O)[C@H](CO)NC(=O)[C@@H](N)Cc1cnc[nH]1)C(C)C)[C@@H](C)O)[C@@H](C)O)C(C)C)C(=O)N[C@@H](CC(C)C)C(=O)N[C@@H](CC(N)=O)C(N)=O. The target protein (P01282) has sequence MDTRNKAQLLVLLTLLSVLFSQTSAWPLYRAPSALRLGDRIPFEGANEPDQVSLKEDIDMLQNALAENDTPYYDVSRNARHADGVFTSDFSKLLGQLSAKKYLESLMGKRVSSNISEDPVPVKRHSDAVFTDNYTRLRKQMAVKKYLNSILNGKRSSEGESPDFPEELEK. The pKi is 9.5. (2) The drug is CCc1cc(Nc2cc(=O)n(CCCCN3CCN(c4cc5c(cc4F)c(=O)c(C(=O)O)cn5C(C)(C)C)CC3)c(=O)[nH]2)ccc1C. The target protein (P13267) has sequence MEQLSVNRRQFQILLQQINMTDDTFMTYFEHGEIKKLTIHKASKSWHFHFQFKSLLPFQIYDTLTTRLTQSFAHIAKVTSSIEVQDAEVSESIVQDYWSRCIEELQGISPPIISLLNQQKPKLKGNKLIVKTKTDTEAAALKNKYSSMIQAEYRQFGFPDLQLDAEIFVSEQEVQKFREQKLAEDQERAMQALIEMEKKDKESDEDQAPSGPLVIGYQIKDNEEIRTLDSIMDEERRITVQGYVFDVETRELKSGRTLCIFKITDYTNSILIKMFAREKEDAALMKSLKKGMWVKARGSIQNDTFVRDLVMIANDVNEIKAKTREDSAPEGEKRVELHLHSPMSQMDAVTGIGKLVEQAKKWGHEAIALTDHAVVQSFPDAYSAAKKHGIKMIYGMEANLVDDGVPIAYNAAHRLLEEETYVVFDVETTGLSAVYDTIIELAAVKVKGGEIIDKFEAFANPHRPLSATIIELTGITDDMLQDAPDVVDVIRDFREWIGDD.... The pKi is 7.9. (3) The drug is Nc1cc(C(F)(F)F)c(S(N)(=O)=O)cc1S(N)(=O)=O. The target protein sequence is MKLSLFISSLLAMIVACPNLAESAGSWTYRDPEGPDTWKHHYKDCEGHEQSPINIVPKDTFFEPGLADLVVNYEKSVSAKLFNNGHTVQATFLTGKSNISGGNLTSHFRALQMHFHWGSENSRGSEHQVGGRKFPLEIHIVHYNAEKYPSVSEAVDKGDGLAVLGILVELQVQDNPVFDVMVDNLDKARYKGNEVILPSLQPFSFLPHDIAQYYTYRGSLTTPGCFESVQWFVFNHTFPISQAQLDKFRDLFDSEKQDTKKLPLVDNYRPVQPLYGRSVSEASNALLFPVARHQTKLWIAWDSLMTRQYFMKQQSICALYQPQ. The pKi is 6.4. (4) The compound is COc1cccc(OC)c1-c1cc(NC(=O)C2(C(=O)O)CCCCC2)nn1-c1cccc2ccccc12. The target protein (Q63384) has sequence METSSPWPPRPSPSAGLSLEARLGVDTRLWAKVLFTALYSLIFAFGTAGNALSVHVVLKARAGRPGRLRYHVLSLALSALLLLLVSMPMELYNFVWSHYPWVFGDLGCRGYYFVRELCAYATVLSVASLSAERCLAVCQPLRARRLLTPRRTRRLLSLVWVASLGLALPMAVIMGQKHEVESADGEPEPASRVCTVLVSRATLQVFIQVNVLVSFALPLALTAFLNGITVNHLMALYSQVPSASAQVSSIPSRLELLSEEGLLGFITWRKTLSLGVQASLVRHKDASQIRSLQHSAQVLRAIVAVYVICWLPYHARRLMYCYIPDDGWTNELYDFYHYFYMVTNTLFYVSSAVTPILYNAVSSSFRKLFLESLGSLCGEQHSLVPLPQEAPESTTSTYSFRLWGSPRNPSLGEIQV. The pKi is 6.9. (5) The target protein (P00727) has sequence MFLLPLPAAARVAVRHLSVKRLWAPGPAAADMTKGLVLGIYSKEKEEDEPQFTSAGENFNKLVSGKLREILNISGPPLKAGKTRTFYGLHEDFPSVVVVGLGKKTAGIDEQENWHEGKENIRAAVAAGCRQIQDLEIPSVEVDPCGDAQAAAEGAVLGLYEYDDLKQKRKVVVSAKLHGSEDQEAWQRGVLFASGQNLARRLMETPANEMTPTKFAEIVEENLKSASIKTDVFIRPKSWIEEQEMGSFLSVAKGSEEPPVFLEIHYKGSPNASEPPLVFVGKGITFDSGGISIKAAANMDLMRADMGGAATICSAIVSAAKLDLPINIVGLAPLCENMPSGKANKPGDVVRARNGKTIQVDNTDAEGRLILADALCYAHTFNPKVIINAATLTGAMDIALGSGATGVFTNSSWLWNKLFEASIETGDRVWRMPLFEHYTRQVIDCQLADVNNIGKYRSAGACTAAAFLKEFVTHPKWAHLDIAGVMTNKDEVPYLRKGMA.... The pKi is 4.2. The compound is NC1CCc2c(Br)ccc(-c3ccccc3)c2CC1=O. (6) The drug is COC(=O)CCCCCCC#CCCCCCCCO[C@@H]1[C@@H](O)C(O)O[C@H](CO)[C@H]1O. The target protein sequence is MTKSSKDICSENEGKKNGKSGFFSTSFKYVLSACIASFIFGYQVSVLNTIKNFIVVEFEWCKGEKDRLNCSNNTIQSSFLLASVFIGAVLGCGFSGYLVQFGRRLSLLIIYNFFFLVSILTSITHHFHTILFARLLSGFGIGLVTVSVPMYISEMTHKDKKGAYGVMHQLFITFGIFVAVMLGLAMGEGPKADSTEPLTSFAKLWWRLMFLFPSVISLIGILALVVFFKEETPYFLFEKGRIEESKNILKKIYETDNVDEPLNAIKEAVEQNESAKKNSLSLLSALKIPSYRYVIILGCLLSGLQQFTGINVLVSNSNELYKEFLDSHLITILSVVMTAVNFLMTFPAIYIVEKLGRKTLLLWGCVGVLVAYLPTAIANEINRNSNFVKILSIVATFVMIISFAVSYGPVLWIYLHEMFPSEIKDSAASLASLVNWVCAIIVVFPSDIIIKKSPSILFIVFSVMSILTFFFIFFFIKETKGGEIGTSPYITMEERQKHMT.... The pKi is 3.3. (7) The compound is CNCC[C@H](Oc1cccc2ccccc12)c1cccs1. The target protein (P30545) has sequence MVHQEPYSVQATAAIASAITFLILFTIFGNALVILAVLTSRSLRAPQNLFLVSLAAADILVATLIIPFSLANELLGYWYFWRAWCEVYLALDVLFCTSSIVHLCAISLDRYWAVSRALEYNSKRTPRRIKCIILTVWLIAAVISLPPLIYKGDQRPEPHGLPQCELNQEAWYILASSIGSFFAPCLIMILVYLRIYVIAKRSHCRGLGAKRGSGEGESKKPRPGPAAGGVPASAKVPTLVSPLSSVGEANGHPKPPREKEEGETPEDPEARALPPNWSALPRSVQDQKKGTSGATAEKGAEEDEEEVEECEPQTLPASPASVFNPPLQQPQTSRVLATLRGQVLLSKNVGVASGQWWRRRTQLSREKRFTFVLAVVIGVFVVCWFPFFFSYSLGAICPQHCKVPHGLFQFFFWIGYCNSSLNPVIYTIFNQDFRRAFRRILCRQWTQTGW. The pKi is 6.0.